From a dataset of Full USPTO retrosynthesis dataset with 1.9M reactions from patents (1976-2016). Predict the reactants needed to synthesize the given product. Given the product [OH:18][CH2:19][CH2:20][O:1][C:2]1[CH:9]=[CH:8][C:5]([CH:6]=[O:7])=[CH:4][C:3]=1[CH3:10], predict the reactants needed to synthesize it. The reactants are: [OH:1][C:2]1[CH:9]=[CH:8][C:5]([CH:6]=[O:7])=[CH:4][C:3]=1[CH3:10].C([O-])([O-])=O.[K+].[K+].C1(=O)O[CH2:20][CH2:19][O:18]1.